From a dataset of Full USPTO retrosynthesis dataset with 1.9M reactions from patents (1976-2016). Predict the reactants needed to synthesize the given product. (1) Given the product [C:1]([C:5]1[CH:12]=[CH:11][C:8]([CH2:9][C:19]([CH2:18][CH2:17][C:16]([F:15])([F:24])[F:25])([C:20]#[N:21])[C:22]#[N:23])=[CH:7][CH:6]=1)([CH3:4])([CH3:3])[CH3:2], predict the reactants needed to synthesize it. The reactants are: [C:1]([C:5]1[CH:12]=[CH:11][C:8]([CH2:9]Br)=[CH:7][CH:6]=1)([CH3:4])([CH3:3])[CH3:2].[H-].[Na+].[F:15][C:16]([F:25])([F:24])[CH2:17][CH2:18][CH:19]([C:22]#[N:23])[C:20]#[N:21]. (2) Given the product [CH2:17]([NH:19][C:12]([C:5]1[N:4]=[C:3]([C:2]([F:1])([F:16])[F:15])[N:7]2[CH2:8][CH2:9][NH:10][CH2:11][C:6]=12)=[O:14])[CH3:18], predict the reactants needed to synthesize it. The reactants are: [F:1][C:2]([F:16])([F:15])[C:3]1[N:7]2[CH2:8][CH2:9][NH:10][CH2:11][C:6]2=[C:5]([C:12]([O-:14])=O)[N:4]=1.[CH2:17]([NH2:19])[CH3:18]. (3) Given the product [Br:1][C:2]1[C:15]([F:16])=[CH:14][C:5]([C@@H:6]([NH:7][S@@:8]([C:10]([CH3:13])([CH3:12])[CH3:11])=[O:9])[CH3:18])=[C:4]([F:17])[CH:3]=1, predict the reactants needed to synthesize it. The reactants are: [Br:1][C:2]1[C:15]([F:16])=[CH:14][C:5](/[CH:6]=[N:7]/[S@@:8]([C:10]([CH3:13])([CH3:12])[CH3:11])=[O:9])=[C:4]([F:17])[CH:3]=1.[CH3:18][Mg]Br.CCOC(C)=O.CCCCCCC. (4) Given the product [F:1][C:2]1[C:11]2[N:10]=[N:9][C:8]3[C:12](=[O:14])[N:16]([C:18]4[CH:19]=[CH:20][C:21]([C:22]([OH:24])=[O:23])=[CH:25][CH:26]=4)[NH:17][C:7]=3[C:6]=2[CH:5]=[CH:4][CH:3]=1, predict the reactants needed to synthesize it. The reactants are: [F:1][C:2]1[CH:3]=[CH:4][CH:5]=[C:6]2[C:11]=1[N:10]=[N:9][C:8]([C:12]([O-:14])=O)=[C:7]2O.[NH:16]([C:18]1[CH:26]=[CH:25][C:21]([C:22]([OH:24])=[O:23])=[CH:20][CH:19]=1)[NH2:17]. (5) Given the product [Br:1][C:2]1[CH:3]=[CH:4][C:5]2[CH:6]([CH:18]3[CH2:19][CH:20]4[N:25]([C:26](=[O:31])[C:27]([F:28])([F:29])[F:30])[CH:23]([CH2:22][CH2:21]4)[CH2:24]3)[C:7]3[C:12]([O:13][C:14]=2[CH:15]=1)=[C:11]([O:16][CH3:17])[CH:10]=[CH:9][CH:8]=3, predict the reactants needed to synthesize it. The reactants are: [Br:1][C:2]1[CH:3]=[CH:4][C:5]2[C:6](=[C:18]3[CH2:24][CH:23]4[N:25]([C:26](=[O:31])[C:27]([F:30])([F:29])[F:28])[CH:20]([CH2:21][CH2:22]4)[CH2:19]3)[C:7]3[C:12]([O:13][C:14]=2[CH:15]=1)=[C:11]([O:16][CH3:17])[CH:10]=[CH:9][CH:8]=3.C(N(CC)C(C1C=CC2C(=C3CC4NC(CC4)C3)C3C(OC=2C=1)=CC=CC=3)=O)C. (6) Given the product [Cl:20][C:17]1[CH:16]=[CH:15][C:14]([CH:5]([CH2:6][C:7]2[CH:12]=[CH:11][C:10]([Cl:13])=[CH:9][CH:8]=2)[CH:3]([NH:2][C:22](=[O:21])[C:23]([CH3:28])([CH3:27])[CH2:24][OH:25])[CH3:4])=[CH:19][CH:18]=1, predict the reactants needed to synthesize it. The reactants are: Cl.[NH2:2][CH:3]([CH:5]([C:14]1[CH:19]=[CH:18][C:17]([Cl:20])=[CH:16][CH:15]=1)[CH2:6][C:7]1[CH:12]=[CH:11][C:10]([Cl:13])=[CH:9][CH:8]=1)[CH3:4].[OH:21][CH2:22][C:23]([CH3:28])([CH3:27])[C:24](O)=[O:25].ON1C2C=CC=CC=2N=N1.C(N(C(C)C)CC)(C)C.Cl.CN(C)CCCN=C=NCC. (7) The reactants are: C[O-].[Na+].Cl.[NH2:5][C:6]([NH2:8])=[NH:7].Cl[C:10]([C:12]1[C:16]([CH:17]2[CH2:19][CH2:18]2)=[CH:15][N:14]([C:20]2[C:29]3[C:24](=[CH:25][CH:26]=[CH:27][CH:28]=3)[N:23]=[CH:22][CH:21]=2)[CH:13]=1)=[O:11]. Given the product [CH:17]1([C:16]2[C:12]([C:10]([NH:7][C:6]([NH2:8])=[NH:5])=[O:11])=[CH:13][N:14]([C:20]3[C:29]4[C:24](=[CH:25][CH:26]=[CH:27][CH:28]=4)[N:23]=[CH:22][CH:21]=3)[CH:15]=2)[CH2:19][CH2:18]1, predict the reactants needed to synthesize it. (8) Given the product [F:1][CH:2]([F:26])[O:3][C:4]1[CH:9]=[CH:8][CH:7]=[CH:6][C:5]=1[N:10]1[CH:15]=[C:14]([O:16][CH3:17])[C:13](=[O:18])[C:12]([C:19]2[N:33]([C:27]3[CH:32]=[CH:31][CH:30]=[CH:29][CH:28]=3)[N:22]=[CH:21][CH:20]=2)=[N:11]1, predict the reactants needed to synthesize it. The reactants are: [F:1][CH:2]([F:26])[O:3][C:4]1[CH:9]=[CH:8][CH:7]=[CH:6][C:5]=1[N:10]1[CH:15]=[C:14]([O:16][CH3:17])[C:13](=[O:18])[C:12]([C:19](=O)[CH:20]=[CH:21][N:22](C)C)=[N:11]1.[C:27]1([NH:33]N)[CH:32]=[CH:31][CH:30]=[CH:29][CH:28]=1. (9) The reactants are: [CH2:1]([O:3][C:4]([C:6]1[NH:7][N:8]=[C:9]([OH:11])[CH:10]=1)=[O:5])[CH3:2].C([O-])([O-])=O.[K+].[K+].Br[CH2:19][CH2:20][O:21][CH2:22][CH2:23][O:24][CH3:25].O. Given the product [CH2:1]([O:3][C:4]([C:6]1[NH:7][N:8]=[C:9]([O:11][CH2:19][CH2:20][O:21][CH2:22][CH2:23][O:24][CH3:25])[CH:10]=1)=[O:5])[CH3:2], predict the reactants needed to synthesize it.